From a dataset of Reaction yield outcomes from USPTO patents with 853,638 reactions. Predict the reaction yield, written as a fraction of the theoretical maximum amount of product (1.0 means a 100% yield; for example, 0.34 means a 34% yield). (1) The product is [CH3:15][N:11]1[CH2:12][CH2:13][CH2:14][C@@H:9]([CH2:8][OH:7])[CH2:10]1. The yield is 1.06. The reactants are [H-].[H-].[H-].[H-].[Li+].[Al+3].[OH:7][CH2:8][C@@H:9]1[CH2:14][CH2:13][CH2:12][N:11]([C:15](OC(C)(C)C)=O)[CH2:10]1.[OH-].[Na+].O. The catalyst is C1COCC1. (2) The reactants are Br[C:2]1[CH:7]=[C:6]([CH2:8][NH:9][C:10]([C@@H:12]2[CH2:16][C@@H:15]([F:17])[CH2:14][N:13]2[S:18]([C:21]2[CH:26]=[CH:25][C:24]([F:27])=[CH:23][CH:22]=2)(=[O:20])=[O:19])=[O:11])[CH:5]=[CH:4][N:3]=1.[CH2:28]([O:35][C:36]1[CH:41]=[C:40]([C:42]([F:45])([F:44])[F:43])[CH:39]=[CH:38][C:37]=1B(O)O)[C:29]1[CH:34]=[CH:33][CH:32]=[CH:31][CH:30]=1.C([O-])([O-])=O.[Cs+].[Cs+]. The catalyst is C1C=CC(P(C2C=CC=CC=2)[C-]2C=CC=C2)=CC=1.C1C=CC(P(C2C=CC=CC=2)[C-]2C=CC=C2)=CC=1.Cl[Pd]Cl.[Fe+2]. The product is [CH2:28]([O:35][C:36]1[CH:41]=[C:40]([C:42]([F:43])([F:44])[F:45])[CH:39]=[CH:38][C:37]=1[C:2]1[CH:7]=[C:6]([CH2:8][NH:9][C:10]([C@@H:12]2[CH2:16][C@@H:15]([F:17])[CH2:14][N:13]2[S:18]([C:21]2[CH:26]=[CH:25][C:24]([F:27])=[CH:23][CH:22]=2)(=[O:20])=[O:19])=[O:11])[CH:5]=[CH:4][N:3]=1)[C:29]1[CH:30]=[CH:31][CH:32]=[CH:33][CH:34]=1. The yield is 0.640.